From a dataset of Experimentally validated miRNA-target interactions with 360,000+ pairs, plus equal number of negative samples. Binary Classification. Given a miRNA mature sequence and a target amino acid sequence, predict their likelihood of interaction. The miRNA is cel-miR-1019-3p with sequence CUGUAAUUCCACAUUGCUUUCCAG. The protein sequence of the target gene is MTDLVAVWDVALSDGVHKIEFEHGTTSGKRVVYVDGKEEIRKEWMFKLVGKETFYVGAAKTKATINIDAISGFAYEYTLEINGKSLKKYMEDRSKTTNTWVLHMDGENFRIVLEKDAMDVWCNGKKLETAGEFVDDGTETHFSIGNHDCYIKAVSSGKRKEGIIHTLIVDNREIPEIAS. Result: 0 (no interaction).